This data is from Forward reaction prediction with 1.9M reactions from USPTO patents (1976-2016). The task is: Predict the product of the given reaction. (1) Given the reactants [F:1][C:2]([F:13])([F:12])[C:3]1[CH:11]=[C:10]2[C:6]([CH:7]=[CH:8][CH2:9]2)=[CH:5][CH:4]=1.C([O:18]O)(C)(C)C, predict the reaction product. The product is: [F:1][C:2]([F:12])([F:13])[C:3]1[CH:4]=[CH:5][C:6]2[CH:7]3[O:18][CH:8]3[CH2:9][C:10]=2[CH:11]=1. (2) Given the reactants C(Cl)(=O)C(Cl)=O.CS(C)=O.[OH:11][CH:12]1[CH2:17][CH2:16][CH2:15][N:14]([C:18]([O:20][C:21]([CH3:24])([CH3:23])[CH3:22])=[O:19])[CH:13]1[CH3:25].C(N(CC)C(C)C)(C)C, predict the reaction product. The product is: [CH3:25][CH:13]1[C:12](=[O:11])[CH2:17][CH2:16][CH2:15][N:14]1[C:18]([O:20][C:21]([CH3:22])([CH3:24])[CH3:23])=[O:19]. (3) The product is: [Cl:20][C:9]1[CH:8]=[CH:7][CH:6]=[C:5]2[C:10]=1[N:11]=[C:12]([C:13]1[CH:18]=[CH:17][CH:16]=[C:15]([F:19])[CH:14]=1)[C:3]([CH2:2][N:30]1[C:26](=[O:36])[C:27]3[C:28](=[CH:32][CH:33]=[CH:34][CH:35]=3)[C:29]1=[O:31])=[N:4]2. Given the reactants Br[CH2:2][C:3]1[C:12]([C:13]2[CH:18]=[CH:17][CH:16]=[C:15]([F:19])[CH:14]=2)=[N:11][C:10]2[C:5](=[CH:6][CH:7]=[CH:8][C:9]=2[Cl:20])[N:4]=1.CN(C=O)C.[C:26]1(=[O:36])[NH:30][C:29](=[O:31])[C:28]2=[CH:32][CH:33]=[CH:34][CH:35]=[C:27]12.[K], predict the reaction product. (4) Given the reactants C(OC([N:8]1[CH2:13][CH2:12][N:11]([CH2:14][C:15]2[CH:20]=[CH:19][CH:18]=[C:17]([C:21]3[CH:26]=[CH:25][N:24]=[C:23](Cl)[N:22]=3)[CH:16]=2)[CH2:10][CH:9]1[CH2:28][C:29]1[C:37]2[C:32](=[CH:33][CH:34]=[CH:35][CH:36]=2)[NH:31][CH:30]=1)=O)(C)(C)C.[NH2:38][CH2:39][CH2:40][C:41]1[CH:46]=[CH:45][C:44]([OH:47])=[CH:43][CH:42]=1, predict the reaction product. The product is: [NH:31]1[C:32]2[C:37](=[CH:36][CH:35]=[CH:34][CH:33]=2)[C:29]([CH2:28][C@@H:9]2[NH:8][CH2:13][CH2:12][N:11]([CH2:14][C:15]3[CH:16]=[C:17]([C:21]4[CH:26]=[CH:25][N:24]=[C:23]([NH:38][CH2:39][CH2:40][C:41]5[CH:46]=[CH:45][C:44]([OH:47])=[CH:43][CH:42]=5)[N:22]=4)[CH:18]=[CH:19][CH:20]=3)[CH2:10]2)=[CH:30]1. (5) The product is: [F:1][C:2]1[CH:16]=[CH:15][C:5]([CH2:6][NH:7][C:8](=[O:14])[O:9][C:10]([CH3:13])([CH3:12])[CH3:11])=[C:4]([O:17][CH2:19][CH2:20][CH2:21][CH2:22][S:23](=[O:25])(=[O:24])[NH:26][CH3:27])[CH:3]=1. Given the reactants [F:1][C:2]1[CH:16]=[CH:15][C:5]([CH2:6][NH:7][C:8](=[O:14])[O:9][C:10]([CH3:13])([CH3:12])[CH3:11])=[C:4]([OH:17])[CH:3]=1.I[CH2:19][CH2:20][CH2:21][CH2:22][S:23]([NH:26][CH3:27])(=[O:25])=[O:24].C(=O)([O-])[O-].[K+].[K+], predict the reaction product. (6) Given the reactants [C:1]([NH:5][C:6]([C:8]1[C:16]2[C:11](=[N:12][CH:13]=[C:14]([NH:17][C:18]3[CH:19]=[N:20][CH:21]=[C:22]([S:24]([CH3:27])(=[O:26])=[O:25])[CH:23]=3)[N:15]=2)[N:10](COCC[Si](C)(C)C)[CH:9]=1)=[O:7])([CH3:4])([CH3:3])[CH3:2].FC(F)(F)C(O)=O, predict the reaction product. The product is: [C:1]([NH:5][C:6]([C:8]1[C:16]2[C:11](=[N:12][CH:13]=[C:14]([NH:17][C:18]3[CH:19]=[N:20][CH:21]=[C:22]([S:24]([CH3:27])(=[O:25])=[O:26])[CH:23]=3)[N:15]=2)[NH:10][CH:9]=1)=[O:7])([CH3:4])([CH3:3])[CH3:2]. (7) Given the reactants C[Si](C)(C)N[Si](C)(C)C.C([Li])CCC.[OH:15][C@@H:16]1[CH2:41][CH2:40][CH:39]=[CH:38][C:37]2=[CH:42][C:33](=[CH:34][CH:35]=[CH:36]2)[C@@H:32]([CH3:43])[NH:31][C:30](=[O:44])[C@H:29]2[NH:45][N:25]([CH2:26][CH2:27][CH2:28]2)[C:24](=[O:46])[C@H:23]([CH3:47])[NH:22][C:21](=[O:48])[C@H:20]([CH:49]([CH3:51])[CH3:50])[NH:19][C:18](=[O:52])[C@@H:17]1[CH3:53].FC(F)(F)S(O[CH2:60][C:61]([F:64])([F:63])[F:62])(=O)=O, predict the reaction product. The product is: [CH:49]([C@@H:20]1[NH:19][C:18](=[O:52])[C@H:17]([CH3:53])[C@H:16]([O:15][CH2:60][C:61]([F:64])([F:63])[F:62])[CH2:41][CH2:40][CH:39]=[CH:38][C:37]2=[CH:42][C:33](=[CH:34][CH:35]=[CH:36]2)[C@@H:32]([CH3:43])[NH:31][C:30](=[O:44])[C@H:29]2[NH:45][N:25]([CH2:26][CH2:27][CH2:28]2)[C:24](=[O:46])[C@H:23]([CH3:47])[NH:22][C:21]1=[O:48])([CH3:51])[CH3:50].